This data is from Full USPTO retrosynthesis dataset with 1.9M reactions from patents (1976-2016). The task is: Predict the reactants needed to synthesize the given product. (1) The reactants are: [C:1]([NH:5][C:6]1[CH:11]=[C:10]([C:12]2[C:13]([C:26]3[CH:31]=[CH:30][CH:29]=[C:28]([N+:32]([O-])=O)[CH:27]=3)=[N:14][N:15]([CH2:17][C:18]3[CH:23]=[CH:22][C:21]([O:24][CH3:25])=[CH:20][CH:19]=3)[CH:16]=2)[CH:9]=[CH:8][N:7]=1)([CH3:4])([CH3:3])[CH3:2].O.[Cl-].[NH4+]. Given the product [NH2:32][C:28]1[CH:27]=[C:26]([C:13]2[C:12]([C:10]3[CH:9]=[CH:8][N:7]=[C:6]([NH:5][C:1]([CH3:4])([CH3:3])[CH3:2])[CH:11]=3)=[CH:16][N:15]([CH2:17][C:18]3[CH:19]=[CH:20][C:21]([O:24][CH3:25])=[CH:22][CH:23]=3)[N:14]=2)[CH:31]=[CH:30][CH:29]=1, predict the reactants needed to synthesize it. (2) Given the product [Br:13][C:14]1[CH:15]=[C:16]([S:20]([NH:12][C:9]2[S:10][CH:11]=[C:7]([C:3]3[S:4][CH:5]=[CH:6][C:2]=3[Cl:1])[N:8]=2)(=[O:22])=[O:21])[S:17][C:18]=1[Cl:19], predict the reactants needed to synthesize it. The reactants are: [Cl:1][C:2]1[CH:6]=[CH:5][S:4][C:3]=1[C:7]1[N:8]=[C:9]([NH2:12])[S:10][CH:11]=1.[Br:13][C:14]1[CH:15]=[C:16]([S:20](Cl)(=[O:22])=[O:21])[S:17][C:18]=1[Cl:19]. (3) Given the product [Br:1][C:2]1[CH:3]=[CH:4][C:5]([C@H:8]2[CH2:10][C@H:9]2[C:11]([N:16]2[CH:15]=[CH:14][N:18]=[CH:17]2)=[O:13])=[CH:6][CH:7]=1, predict the reactants needed to synthesize it. The reactants are: [Br:1][C:2]1[CH:7]=[CH:6][C:5]([C@H:8]2[CH2:10][C@H:9]2[C:11]([OH:13])=O)=[CH:4][CH:3]=1.[CH:14]1[N:18]=[CH:17][N:16](C([N:16]2[CH:17]=[N:18][CH:14]=[CH:15]2)=O)[CH:15]=1. (4) Given the product [CH3:1][O:2][C:3]1[CH:27]=[C:26]([O:28][CH3:29])[CH:25]=[CH:24][C:4]=1[CH2:5][N:6]([C:19]1[S:23][N:22]=[CH:21][N:20]=1)[S:7]([C:10]1[CH:15]=[C:14]([F:16])[C:13]([O:42][C@@H:37]2[CH2:38][CH2:39][CH2:40][CH2:41][C@H:36]2[C:30]2[CH:31]=[CH:32][CH:33]=[CH:34][CH:35]=2)=[CH:12][C:11]=1[F:18])(=[O:8])=[O:9], predict the reactants needed to synthesize it. The reactants are: [CH3:1][O:2][C:3]1[CH:27]=[C:26]([O:28][CH3:29])[CH:25]=[CH:24][C:4]=1[CH2:5][N:6]([C:19]1[S:23][N:22]=[CH:21][N:20]=1)[S:7]([C:10]1[CH:15]=[C:14]([F:16])[C:13](F)=[CH:12][C:11]=1[F:18])(=[O:9])=[O:8].[C:30]1([C@@H:36]2[CH2:41][CH2:40][CH2:39][CH2:38][C@H:37]2[OH:42])[CH:35]=[CH:34][CH:33]=[CH:32][CH:31]=1.[H-].[Na+]. (5) Given the product [CH2:8]([N:5]1[CH2:6][CH2:7][C:2]([NH:1][C:27]([NH:26][C:23]2[CH:24]=[CH:25][C:20]([O:19][C:18]([F:17])([F:29])[F:30])=[CH:21][CH:22]=2)=[O:28])([C:15]#[N:16])[CH2:3][CH2:4]1)[C:9]1[CH:14]=[CH:13][CH:12]=[CH:11][CH:10]=1, predict the reactants needed to synthesize it. The reactants are: [NH2:1][C:2]1([C:15]#[N:16])[CH2:7][CH2:6][N:5]([CH2:8][C:9]2[CH:14]=[CH:13][CH:12]=[CH:11][CH:10]=2)[CH2:4][CH2:3]1.[F:17][C:18]([F:30])([F:29])[O:19][C:20]1[CH:25]=[CH:24][C:23]([N:26]=[C:27]=[O:28])=[CH:22][CH:21]=1.